Dataset: Catalyst prediction with 721,799 reactions and 888 catalyst types from USPTO. Task: Predict which catalyst facilitates the given reaction. (1) Reactant: [NH2:1][CH2:2][C@@H:3]1[C@H:8]([CH3:9])[CH2:7][CH2:6][CH2:5][N:4]1[C:10]([C:12]1[N:13]=[C:14]([CH3:24])[S:15][C:16]=1[C:17]1[CH:22]=[CH:21][C:20]([F:23])=[CH:19][CH:18]=1)=[O:11].Cl[C:26]1[N:31]=[CH:30][C:29]([Cl:32])=[CH:28][N:27]=1.CCN(C(C)C)C(C)C. Product: [Cl:32][C:29]1[CH:28]=[N:27][C:26]([NH:1][CH2:2][C@@H:3]2[C@H:8]([CH3:9])[CH2:7][CH2:6][CH2:5][N:4]2[C:10]([C:12]2[N:13]=[C:14]([CH3:24])[S:15][C:16]=2[C:17]2[CH:18]=[CH:19][C:20]([F:23])=[CH:21][CH:22]=2)=[O:11])=[N:31][CH:30]=1. The catalyst class is: 32. (2) Reactant: C(O)=O.[NH2:4][CH2:5][CH2:6][C:7]1[CH:32]=[CH:31][C:10]([NH:11][CH:12]2[CH2:17][CH2:16][N:15]([C:18]([N:20]3[CH2:25][CH2:24][CH:23]([C:26]([O:28][CH2:29][CH3:30])=[O:27])[CH2:22][CH2:21]3)=[O:19])[CH2:14][CH2:13]2)=[CH:9][CH:8]=1.C([Si]([O:50][C:51]1[CH:56]=[CH:55][C:54]([O:57][CH2:58][CH:59]2[CH2:61][O:60]2)=[CH:53][CH:52]=1)(C1C=CC=CC=1)C1C=CC=CC=1)(C)(C)C. Product: [CH2:29]([O:28][C:26]([CH:23]1[CH2:22][CH2:21][N:20]([C:18]([N:15]2[CH2:16][CH2:17][CH:12]([NH:11][C:10]3[CH:31]=[CH:32][C:7]([CH2:6][CH2:5][NH:4][CH2:61][C@H:59]([OH:60])[CH2:58][O:57][C:54]4[CH:55]=[CH:56][C:51]([OH:50])=[CH:52][CH:53]=4)=[CH:8][CH:9]=3)[CH2:13][CH2:14]2)=[O:19])[CH2:25][CH2:24]1)=[O:27])[CH3:30]. The catalyst class is: 147. (3) Reactant: [NH2:1][C:2]1[CH:7]=[CH:6][CH:5]=[CH:4][N:3]=1.C(N(CC)CC)C.[C:15](Cl)(=[O:20])[C:16]([CH3:19])([CH3:18])[CH3:17].C(=O)([O-])[O-].[K+].[K+]. Product: [CH3:17][C:16]([CH3:19])([CH3:18])[C:15]([NH:1][C:2]1[CH:7]=[CH:6][CH:5]=[CH:4][N:3]=1)=[O:20]. The catalyst class is: 100. (4) Reactant: [H-].[Na+].Cl[C:4]1[CH:9]=[CH:8][C:7]([N+:10]([O-:12])=[O:11])=[CH:6][N:5]=1.[N:13]1([CH2:19][CH2:20][OH:21])[CH2:18][CH2:17][O:16][CH2:15][CH2:14]1. Product: [N+:10]([C:7]1[CH:8]=[CH:9][C:4]([O:21][CH2:20][CH2:19][N:13]2[CH2:18][CH2:17][O:16][CH2:15][CH2:14]2)=[N:5][CH:6]=1)([O-:12])=[O:11]. The catalyst class is: 3. (5) Reactant: [NH2:1][C:2]1[CH:3]=[C:4]([Cl:11])[C:5]([C:9]#[N:10])=[N:6][C:7]=1[Br:8].[C:12](O[C:12]([O:14][C:15]([CH3:18])([CH3:17])[CH3:16])=[O:13])([O:14][C:15]([CH3:18])([CH3:17])[CH3:16])=[O:13]. Product: [Br:8][C:7]1[C:2]([NH:1][C:12](=[O:13])[O:14][C:15]([CH3:18])([CH3:17])[CH3:16])=[CH:3][C:4]([Cl:11])=[C:5]([C:9]#[N:10])[N:6]=1. The catalyst class is: 7. (6) Reactant: FC(F)(F)C(O)=O.[S:8]1[CH:12]=[CH:11][C:10]([C:13]2[CH:18]=[CH:17][C:16]([CH:19]([CH3:22])[CH2:20][NH2:21])=[CH:15][CH:14]=2)=[CH:9]1.C(N(CC)CC)C.Cl[C:31]([O:33][CH3:34])=[O:32]. Product: [S:8]1[CH:12]=[CH:11][C:10]([C:13]2[CH:18]=[CH:17][C:16]([CH:19]([CH2:22][C:31]([O:33][CH3:34])=[O:32])[CH2:20][NH2:21])=[CH:15][CH:14]=2)=[CH:9]1. The catalyst class is: 4. (7) Reactant: [CH:1]([N:4]([S:17]([C:20]1[S:21][CH:22]=[CH:23][CH:24]=1)(=[O:19])=[O:18])[C:5]1[CH:6]=[CH:7][CH:8]=[C:9]2[C:13]=1[NH:12][C:11]([C:14]([NH2:16])=O)=[CH:10]2)([CH3:3])[CH3:2].COC1C=CC(P2(SP(C3C=CC(OC)=CC=3)(=S)S2)=[S:34])=CC=1. Product: [CH:1]([N:4]([S:17]([C:20]1[S:21][CH:22]=[CH:23][CH:24]=1)(=[O:19])=[O:18])[C:5]1[CH:6]=[CH:7][CH:8]=[C:9]2[C:13]=1[NH:12][C:11]([C:14](=[S:34])[NH2:16])=[CH:10]2)([CH3:3])[CH3:2]. The catalyst class is: 7.